Dataset: Forward reaction prediction with 1.9M reactions from USPTO patents (1976-2016). Task: Predict the product of the given reaction. (1) The product is: [CH3:46][C:18]1[CH:17]=[C:16]([N:14]([CH3:15])[C:13]([NH2:12])=[S:47])[CH:21]=[C:20]([CH3:22])[C:19]=1[CH2:23][CH2:24][S:25]([N:28]1[CH2:45][CH2:44][C:31]2([N:35]=[C:34]([CH:36]3[CH2:37][CH2:38][CH:39]([CH3:42])[CH2:40][CH2:41]3)[NH:33][C:32]2=[O:43])[CH2:30][CH2:29]1)(=[O:26])=[O:27]. Given the reactants O.NN.C([NH:12][C:13](=[S:47])[N:14]([C:16]1[CH:21]=[C:20]([CH3:22])[C:19]([CH2:23][CH2:24][S:25]([N:28]2[CH2:45][CH2:44][C:31]3([N:35]=[C:34]([CH:36]4[CH2:41][CH2:40][CH:39]([CH3:42])[CH2:38][CH2:37]4)[NH:33][C:32]3=[O:43])[CH2:30][CH2:29]2)(=[O:27])=[O:26])=[C:18]([CH3:46])[CH:17]=1)[CH3:15])(=O)C1C=CC=CC=1, predict the reaction product. (2) The product is: [Br:1][C:2]1[S:6][C:5]([C:7]([NH2:24])=[O:8])=[C:4]([NH:10][C:11]([O:13][C:14]([CH3:17])([CH3:16])[CH3:15])=[O:12])[CH:3]=1. Given the reactants [Br:1][C:2]1[S:6][C:5]([C:7](O)=[O:8])=[C:4]([NH:10][C:11]([O:13][C:14]([CH3:17])([CH3:16])[CH3:15])=[O:12])[CH:3]=1.OC1C2N=N[NH:24]C=2C=CC=1.Cl.CN(C)CCCN=C=NCC.N, predict the reaction product. (3) Given the reactants [C:1]([O:5][P:6]([O:13][CH2:14][CH2:15][N:16]1[CH2:21][CH2:20][N:19](C(OCC2C=CC=CC=2)=O)[CH2:18][CH2:17]1)([O:8][C:9]([CH3:12])([CH3:11])[CH3:10])=[O:7])([CH3:4])([CH3:3])[CH3:2], predict the reaction product. The product is: [P:6]([O:13][CH2:14][CH2:15][N:16]1[CH2:17][CH2:18][NH:19][CH2:20][CH2:21]1)([O:5][C:1]([CH3:4])([CH3:3])[CH3:2])([O:8][C:9]([CH3:10])([CH3:11])[CH3:12])=[O:7]. (4) Given the reactants [CH2:1]([CH:8]([C:24]([O:26]CC)=[O:25])[C:9]([OH:23])([CH2:15][CH2:16][C:17]1[CH:22]=[CH:21][CH:20]=[CH:19][CH:18]=1)[C:10]([O:12]CC)=[O:11])[C:2]1[CH:7]=[CH:6][CH:5]=[CH:4][CH:3]=1.[OH-].[Li+], predict the reaction product. The product is: [CH2:1]([CH:8]([C:24]([OH:26])=[O:25])[C:9]([OH:23])([CH2:15][CH2:16][C:17]1[CH:18]=[CH:19][CH:20]=[CH:21][CH:22]=1)[C:10]([OH:12])=[O:11])[C:2]1[CH:7]=[CH:6][CH:5]=[CH:4][CH:3]=1.